This data is from Catalyst prediction with 721,799 reactions and 888 catalyst types from USPTO. The task is: Predict which catalyst facilitates the given reaction. (1) Reactant: Cl.[CH3:2][O:3][C:4](=[O:9])[C:5]([NH2:8])([CH3:7])[CH3:6].[N:10]1[C:19]2[C:14](=[CH:15][CH:16]=[CH:17][C:18]=2[S:20](Cl)(=[O:22])=[O:21])[CH:13]=[CH:12][CH:11]=1.C(N(CC)CC)C.O. Product: [CH3:2][O:3][C:4](=[O:9])[C:5]([CH3:7])([NH:8][S:20]([C:18]1[CH:17]=[CH:16][CH:15]=[C:14]2[C:19]=1[N:10]=[CH:11][CH:12]=[CH:13]2)(=[O:21])=[O:22])[CH3:6]. The catalyst class is: 2. (2) The catalyst class is: 1. Product: [CH:1]1([C:4]2[N:5]=[C:6]3[CH:11]=[C:10]([C:12]#[N:14])[CH:9]=[CH:8][N:7]3[C:15]=2[CH2:16][C:17]2[CH:40]=[CH:39][C:20]3/[C:21](=[C:31](\[C:33]4[NH:37][C:36](=[O:38])[O:35][N:34]=4)/[CH3:32])/[C:22]4[CH:29]=[CH:28][C:27]([F:30])=[CH:26][C:23]=4[O:24][CH2:25][C:19]=3[CH:18]=2)[CH2:3][CH2:2]1. Reactant: [CH:1]1([C:4]2[N:5]=[C:6]3[CH:11]=[C:10]([C:12]([NH2:14])=O)[CH:9]=[CH:8][N:7]3[C:15]=2[CH2:16][C:17]2[CH:40]=[CH:39][C:20]3/[C:21](=[C:31](\[C:33]4[NH:37][C:36](=[O:38])[O:35][N:34]=4)/[CH3:32])/[C:22]4[CH:29]=[CH:28][C:27]([F:30])=[CH:26][C:23]=4[O:24][CH2:25][C:19]=3[CH:18]=2)[CH2:3][CH2:2]1.C(N(CC)CC)C.FC(F)(F)C(OC(=O)C(F)(F)F)=O.C(=O)([O-])O.[Na+].